Dataset: Catalyst prediction with 721,799 reactions and 888 catalyst types from USPTO. Task: Predict which catalyst facilitates the given reaction. (1) Reactant: C([O:3][C:4]([C:6]1[NH:7][C:8]([CH:19]=O)=[C:9]([CH2:12][CH2:13][C:14]([O:16]CC)=[O:15])[C:10]=1[CH3:11])=[O:5])C.[CH2:21]([O:23][C:24]1[CH:25]=[C:26]([C:30]2[CH:38]=[C:37]3[C:33]([CH2:34][C:35](=[O:39])[NH:36]3)=[CH:32][CH:31]=2)[CH:27]=[CH:28][CH:29]=1)[CH3:22]. Product: [C:14]([CH2:13][CH2:12][C:9]1[C:10]([CH3:11])=[C:6]([C:4]([OH:3])=[O:5])[NH:7][C:8]=1[CH:19]=[C:34]1[C:33]2[C:37](=[CH:38][C:30]([C:26]3[CH:27]=[CH:28][CH:29]=[C:24]([O:23][CH2:21][CH3:22])[CH:25]=3)=[CH:31][CH:32]=2)[NH:36][C:35]1=[O:39])([OH:16])=[O:15]. The catalyst class is: 495. (2) Reactant: [CH2:1]([S:3][CH2:4][N:5]1[C:14]2[C:9](=[CH:10][CH:11]=[CH:12][N:13]=2)[CH:8]=[C:7]([C:15](O)=[O:16])[C:6]1=[O:18])[CH3:2].C(Cl)(=O)C([Cl:22])=O.CN(C)C=O. Product: [CH2:1]([S:3][CH2:4][N:5]1[C:14]2[C:9](=[CH:10][CH:11]=[CH:12][N:13]=2)[CH:8]=[C:7]([C:15]([Cl:22])=[O:16])[C:6]1=[O:18])[CH3:2]. The catalyst class is: 4. (3) Reactant: C([O:8][C:9]1[CH:10]=[C:11]2[C:15](=[CH:16][C:17]=1[O:18][CH3:19])[N:14]([S:20]([C:23]1[CH:28]=[CH:27][CH:26]=[CH:25][CH:24]=1)(=[O:22])=[O:21])[CH:13]=[CH:12]2)C1C=CC=CC=1.C1CCCCC=1.Cl. Product: [CH3:19][O:18][C:17]1[CH:16]=[C:15]2[C:11]([CH:12]=[CH:13][N:14]2[S:20]([C:23]2[CH:28]=[CH:27][CH:26]=[CH:25][CH:24]=2)(=[O:22])=[O:21])=[CH:10][C:9]=1[OH:8]. The catalyst class is: 256. (4) Reactant: [C:1]([O:5][C:6]([N:8]1[CH2:13][CH2:12][N:11]([C:14]2[CH:19]=[CH:18][CH:17]=[CH:16][C:15]=2Br)[CH2:10][CH2:9]1)=[O:7])([CH3:4])([CH3:3])[CH3:2].[CH:21]([C:23]1[CH:28]=[CH:27][C:26](B(O)O)=[CH:25][CH:24]=1)=[O:22].C(=O)([O-])[O-].[Na+].[Na+]. Product: [C:1]([O:5][C:6]([N:8]1[CH2:13][CH2:12][N:11]([C:14]2[CH:19]=[CH:18][CH:17]=[CH:16][C:15]=2[C:26]2[CH:27]=[CH:28][C:23]([CH:21]=[O:22])=[CH:24][CH:25]=2)[CH2:10][CH2:9]1)=[O:7])([CH3:4])([CH3:3])[CH3:2]. The catalyst class is: 73. (5) Reactant: [F:1][C:2]1([F:32])[CH2:7][CH2:6][CH:5]([CH2:8][C:9]2[N:13]3[C:14]([CH3:25])=[CH:15][C:16]([C:18](=[O:24])[N:19]([CH2:22][CH3:23])[CH2:20][CH3:21])=[CH:17][C:12]3=[N:11][C:10]=2[C:26](N(C)OC)=[O:27])[CH2:4][CH2:3]1.[CH2:33]([Mg]Br)[CH3:34].[Cl-].[NH4+]. Product: [F:32][C:2]1([F:1])[CH2:3][CH2:4][CH:5]([CH2:8][C:9]2[N:13]3[C:14]([CH3:25])=[CH:15][C:16]([C:18]([N:19]([CH2:20][CH3:21])[CH2:22][CH3:23])=[O:24])=[CH:17][C:12]3=[N:11][C:10]=2[C:26](=[O:27])[CH2:33][CH3:34])[CH2:6][CH2:7]1. The catalyst class is: 1.